Task: Predict which catalyst facilitates the given reaction.. Dataset: Catalyst prediction with 721,799 reactions and 888 catalyst types from USPTO (1) Product: [NH3:4].[C:43]([N:13]1[CH2:12][CH2:11][CH:10]([NH:9][C:7](=[O:8])[C:6]2[CH:16]=[C:2]([F:1])[CH:3]=[N:4][C:5]=2[O:17][C:18]2[CH:23]=[CH:22][CH:21]=[C:20]([S:24][CH3:25])[CH:19]=2)[CH2:15][CH2:14]1)(=[O:50])[C:44]1[CH:49]=[CH:48][CH:47]=[CH:46][CH:45]=1. The catalyst class is: 4. Reactant: [F:1][C:2]1[CH:3]=[N:4][C:5]([O:17][C:18]2[CH:23]=[CH:22][CH:21]=[C:20]([S:24][CH3:25])[CH:19]=2)=[C:6]([CH:16]=1)[C:7]([NH:9][CH:10]1[CH2:15][CH2:14][NH:13][CH2:12][CH2:11]1)=[O:8].ON1C2C=CC=CC=2N=N1.CN1CCOCC1.[C:43](O)(=[O:50])[C:44]1[CH:49]=[CH:48][CH:47]=[CH:46][CH:45]=1.Cl.CN(C)CCCN=C=NCC. (2) Reactant: Cl.[NH2:2][CH2:3][C:4]1[CH:13]=[CH:12][CH:11]=[C:10]2[C:5]=1[C:6](=[O:23])[N:7]([CH:15]1[CH2:20][CH2:19][C:18](=[O:21])[NH:17][C:16]1=[O:22])[C:8]([CH3:14])=[N:9]2.C(N(CC)CC)C.[CH3:31][C:32]1[CH:33]=[C:34]([N:39]=[C:40]=[O:41])[CH:35]=[CH:36][C:37]=1[CH3:38]. Product: [CH3:31][C:32]1[CH:33]=[C:34]([NH:39][C:40]([NH:2][CH2:3][C:4]2[CH:13]=[CH:12][CH:11]=[C:10]3[C:5]=2[C:6](=[O:23])[N:7]([CH:15]2[CH2:20][CH2:19][C:18](=[O:21])[NH:17][C:16]2=[O:22])[C:8]([CH3:14])=[N:9]3)=[O:41])[CH:35]=[CH:36][C:37]=1[CH3:38]. The catalyst class is: 1.